Task: Predict the product of the given reaction.. Dataset: Forward reaction prediction with 1.9M reactions from USPTO patents (1976-2016) (1) Given the reactants [F:1][C:2]1[N:7]=[C:6]([C:8]([OH:10])=O)[CH:5]=[CH:4][CH:3]=1.C(Cl)(=O)C(Cl)=O.[NH:17]([C:19]([O:21][C:22]([CH3:25])([CH3:24])[CH3:23])=[O:20])[NH2:18].C(N(CC)C(C)C)(C)C, predict the reaction product. The product is: [F:1][C:2]1[N:7]=[C:6]([C:8]([NH:18][NH:17][C:19]([O:21][C:22]([CH3:25])([CH3:24])[CH3:23])=[O:20])=[O:10])[CH:5]=[CH:4][CH:3]=1. (2) Given the reactants [CH:1]1([CH:4]([C:23]2[CH:28]=[CH:27][C:26](B3OC(C)(C)C(C)(C)O3)=[CH:25][CH:24]=2)[N:5]2[CH2:10][CH2:9][C:8]([CH2:17][C:18]([OH:21])([CH3:20])[CH3:19])([C:11]3[CH:16]=[CH:15][CH:14]=[CH:13][CH:12]=3)[O:7][C:6]2=[O:22])[CH2:3][CH2:2]1.Br[C:39]1[CH:44]=[CH:43][N:42]([CH3:45])[C:41](=[O:46])[CH:40]=1, predict the reaction product. The product is: [CH:1]1([CH:4]([C:23]2[CH:28]=[CH:27][C:26]([C:39]3[CH:44]=[CH:43][N:42]([CH3:45])[C:41](=[O:46])[CH:40]=3)=[CH:25][CH:24]=2)[N:5]2[CH2:10][CH2:9][C:8]([CH2:17][C:18]([OH:21])([CH3:20])[CH3:19])([C:11]3[CH:16]=[CH:15][CH:14]=[CH:13][CH:12]=3)[O:7][C:6]2=[O:22])[CH2:2][CH2:3]1. (3) The product is: [F:1][C:2]1[CH:3]=[CH:4][C:5]([C:10]2[CH:11]=[N:12][C:13]3[N:14]([CH:16]=[C:17]([CH2:19][O:20][C:21]4[CH:26]=[CH:25][CH:24]=[CH:23][N:22]=4)[N:18]=3)[CH:15]=2)=[C:6]([CH2:8][F:33])[CH:7]=1. Given the reactants [F:1][C:2]1[CH:3]=[CH:4][C:5]([C:10]2[CH:11]=[N:12][C:13]3[N:14]([CH:16]=[C:17]([CH2:19][O:20][C:21]4[CH:26]=[CH:25][CH:24]=[CH:23][N:22]=4)[N:18]=3)[CH:15]=2)=[C:6]([CH2:8]O)[CH:7]=1.C(N(S(F)(F)[F:33])CC)C.[Cl-].[NH4+], predict the reaction product. (4) Given the reactants [OH-].[K+].FC(F)(F)C([N:7]1[CH2:12][CH2:11][CH2:10][CH:9]([O:13][CH2:14][C:15]2[CH:20]=[CH:19][C:18]([O:21][C:22]3[CH:27]=[CH:26][C:25]([F:28])=[CH:24][CH:23]=3)=[CH:17][CH:16]=2)[CH2:8]1)=O.O, predict the reaction product. The product is: [F:28][C:25]1[CH:26]=[CH:27][C:22]([O:21][C:18]2[CH:17]=[CH:16][C:15]([CH2:14][O:13][CH:9]3[CH2:10][CH2:11][CH2:12][NH:7][CH2:8]3)=[CH:20][CH:19]=2)=[CH:23][CH:24]=1. (5) Given the reactants [NH2:1][C:2](=O)[CH2:3][C@@:4]1([CH3:35])[CH2:9][C@H:8]([C:10]2[CH:15]=[CH:14][CH:13]=[C:12]([Cl:16])[CH:11]=2)[C@@H:7]([C:17]2[CH:22]=[CH:21][C:20]([Cl:23])=[CH:19][CH:18]=2)[N:6]([C@@H:24]([CH2:32][CH3:33])[C:25]([O:27][C:28]([CH3:31])([CH3:30])[CH3:29])=[O:26])[C:5]1=[O:34].C(N(CC)CC)C.FC(F)(F)C(OC(=O)C(F)(F)F)=O, predict the reaction product. The product is: [Cl:16][C:12]1[CH:11]=[C:10]([C@@H:8]2[C@@H:7]([C:17]3[CH:22]=[CH:21][C:20]([Cl:23])=[CH:19][CH:18]=3)[N:6]([C@@H:24]([CH2:32][CH3:33])[C:25]([O:27][C:28]([CH3:31])([CH3:30])[CH3:29])=[O:26])[C:5](=[O:34])[C@:4]([CH2:3][C:2]#[N:1])([CH3:35])[CH2:9]2)[CH:15]=[CH:14][CH:13]=1. (6) The product is: [O:18]=[C:19]1[C:27]2[C:22](=[CH:23][CH:24]=[CH:25][CH:26]=2)[CH:21]([S:28][CH2:29][C:30]([NH:32][C:33]2[CH:2]=[N:3][CH:35]=[CH:36][N:37]=2)=[O:31])[N:20]1[CH2:38][C:39]1[S:40][CH:41]=[CH:42][CH:43]=1. Given the reactants O[CH:2]1C2C(=CC=CC=2)C(=O)[N:3]1CC1SC=CC=1.[O:18]=[C:19]1[C:27]2[C:22](=[CH:23][CH:24]=[CH:25][CH:26]=2)[CH:21]([S:28][CH2:29][C:30]([NH:32][C:33]2S[CH:35]=[CH:36][N:37]=2)=[O:31])[N:20]1[CH2:38][C:39]1[S:40][CH:41]=[CH:42][CH:43]=1, predict the reaction product.